From a dataset of Reaction yield outcomes from USPTO patents with 853,638 reactions. Predict the reaction yield, written as a fraction of the theoretical maximum amount of product (1.0 means a 100% yield; for example, 0.34 means a 34% yield). (1) The yield is 0.530. The catalyst is C1(C)C=CC=CC=1.C1C=CC(/C=C/C(/C=C/C2C=CC=CC=2)=O)=CC=1.C1C=CC(/C=C/C(/C=C/C2C=CC=CC=2)=O)=CC=1.C1C=CC(/C=C/C(/C=C/C2C=CC=CC=2)=O)=CC=1.[Pd].[Pd]. The product is [C:12]([O:11][C:9]([N:16]1[CH2:21][CH2:20][N:19]([C:5]2[CH:4]=[N:3][C:2]([Cl:1])=[CH:7][CH:6]=2)[CH2:18][CH2:17]1)=[O:10])([CH3:15])([CH3:13])[CH3:14]. The reactants are [Cl:1][C:2]1[CH:7]=[CH:6][C:5](Br)=[CH:4][N:3]=1.[C:9]([N:16]1[CH2:21][CH2:20][NH:19][CH2:18][CH2:17]1)([O:11][C:12]([CH3:15])([CH3:14])[CH3:13])=[O:10].CC(C)([O-])C.[Na+].CC1(C)C2C=CC=C(P(C3C=CC=CC=3)C3C=CC=CC=3)C=2OC2C1=CC=CC=2P(C1C=CC=CC=1)C1C=CC=CC=1. (2) The reactants are [CH3:1][C:2]1[C:6]([C:7]([O:9][CH3:10])=[O:8])=[CH:5][NH:4][N:3]=1.Br[CH2:12][CH2:13][C:14]1[CH:19]=[CH:18][CH:17]=[CH:16][CH:15]=1.C(=O)([O-])[O-].[K+].[K+]. The catalyst is CN(C)C=O. The product is [CH3:1][C:2]1[N:3]([CH2:12][CH2:13][C:14]2[CH:19]=[CH:18][CH:17]=[CH:16][CH:15]=2)[N:4]=[CH:5][C:6]=1[C:7]([O:9][CH3:10])=[O:8]. The yield is 0.360. (3) The reactants are Cl.[O:2]=[C:3]1[NH:12][C:11]2[N:10]=[CH:9][C:8](/[CH:13]=[CH:14]/[C:15]([OH:17])=O)=[CH:7][C:6]=2[CH2:5][CH2:4]1.[C:18]1([CH:24]2[CH2:28][CH2:27][CH2:26][NH:25]2)[CH:23]=[CH:22][CH:21]=[CH:20][CH:19]=1.CCN(C(C)C)C(C)C.CCN=C=NCCCN(C)C. The catalyst is CN(C=O)C. The product is [O:17]=[C:15]([N:25]1[CH2:26][CH2:27][CH2:28][CH:24]1[C:18]1[CH:23]=[CH:22][CH:21]=[CH:20][CH:19]=1)/[CH:14]=[CH:13]/[C:8]1[CH:7]=[C:6]2[C:11](=[N:10][CH:9]=1)[NH:12][C:3](=[O:2])[CH2:4][CH2:5]2. The yield is 0.170. (4) The reactants are [NH2:1][C:2]1[C:3]([C:29](OCC)=[O:30])=[N:4][C:5]([C:22]2[CH:27]=[CH:26][CH:25]=[C:24]([OH:28])[CH:23]=2)=[N:6][C:7]=1[NH:8][CH:9]1[CH2:14][CH2:13][N:12](C(OC(C)(C)C)=O)[CH2:11][CH2:10]1.[NH2:34]C1C(C(OCC)=O)=NC(Cl)=NC=1NC1CCN(C(OC(C)(C)C)=O)CC1.[OH:61][C:62]1C=C(B(O)O)C=CC=1.P([O-])([O-])([O-])=O.[K+].[K+].[K+].C1(P(C2CCCCC2)C2C(OC)=CC=CC=2OC)CCCCC1. The catalyst is O1CCCC1.C([O-])(=O)C.[Pd+2].C([O-])(=O)C.O. The product is [OH:28][C:24]1[CH:23]=[C:22]([C:5]2[N:6]=[C:7]3[C:2]([NH:1][C:62](=[O:61])[N:8]3[CH:9]3[CH2:14][CH2:13][NH:12][CH2:11][CH2:10]3)=[C:3]([C:29]([NH2:34])=[O:30])[N:4]=2)[CH:27]=[CH:26][CH:25]=1. The yield is 0.400. (5) The reactants are [Cl:1][C:2]1[CH:7]=[CH:6][C:5]([C:8]2([C:20]([N:22]3[CH2:27][CH2:26][N:25]([C:28]4[C:29]5[C@H:36]([CH3:37])[CH2:35][CH2:34][C:30]=5[N:31]=[CH:32][N:33]=4)[CH2:24][CH2:23]3)=[O:21])[CH2:12][CH2:11][N:10](C(OC(C)(C)C)=O)[CH2:9]2)=[CH:4][CH:3]=1.[ClH:38]. The catalyst is C(Cl)Cl.O1CCOCC1. The product is [ClH:1].[ClH:38].[Cl:1][C:2]1[CH:7]=[CH:6][C:5]([C:8]2([C:20]([N:22]3[CH2:23][CH2:24][N:25]([C:28]4[C:29]5[C@H:36]([CH3:37])[CH2:35][CH2:34][C:30]=5[N:31]=[CH:32][N:33]=4)[CH2:26][CH2:27]3)=[O:21])[CH2:12][CH2:11][NH:10][CH2:9]2)=[CH:4][CH:3]=1. The yield is 1.00. (6) The reactants are [F:1][C:2]1[CH:7]=[CH:6][C:5]([C:8]2[C:17]3[C:12](=[CH:13][CH:14]=[C:15]([N:18]4[CH2:23][CH2:22][CH2:21][CH2:20][CH2:19]4)[CH:16]=3)[N:11]=[C:10]([CH3:24])[C:9]=2[C:25]([O:27]C(C)(C)C)=[O:26])=[CH:4][CH:3]=1.C(O)(C(F)(F)F)=O. The catalyst is C(Cl)Cl. The product is [F:1][C:2]1[CH:7]=[CH:6][C:5]([C:8]2[C:17]3[C:12](=[CH:13][CH:14]=[C:15]([N:18]4[CH2:23][CH2:22][CH2:21][CH2:20][CH2:19]4)[CH:16]=3)[N:11]=[C:10]([CH3:24])[C:9]=2[C:25]([OH:27])=[O:26])=[CH:4][CH:3]=1. The yield is 0.960.